Dataset: Full USPTO retrosynthesis dataset with 1.9M reactions from patents (1976-2016). Task: Predict the reactants needed to synthesize the given product. (1) Given the product [NH:1]1[C:9]2[C:4](=[CH:5][CH:6]=[CH:7][CH:8]=2)[C:3]([C:10]([O:22][CH2:21][C:16]23[CH2:19][CH2:20][N:13]([CH2:18][CH2:17]2)[CH2:14][CH2:15]3)=[O:11])=[CH:2]1, predict the reactants needed to synthesize it. The reactants are: [NH:1]1[C:9]2[C:4](=[CH:5][CH:6]=[CH:7][CH:8]=2)[C:3]([C:10](Cl)=[O:11])=[CH:2]1.[N:13]12[CH2:20][CH2:19][C:16]([CH2:21][OH:22])([CH2:17][CH2:18]1)[CH2:15][CH2:14]2. (2) Given the product [O:24]([C:21]1[CH:22]=[CH:23][C:18]([N:12]2[C:11]3[CH:10]=[CH:9][CH:8]=[CH:7][C:6]=3[C:5]3[C:13]2=[CH:1][CH:2]=[CH:3][CH:4]=3)=[CH:19][CH:20]=1)[CH3:25], predict the reactants needed to synthesize it. The reactants are: [CH:1]1[C:13]2[NH:12][C:11]3[C:6](=[CH:7][CH:8]=[CH:9][CH:10]=3)[C:5]=2[CH:4]=[CH:3][CH:2]=1.C[Mg]Cl.Cl[C:18]1[CH:23]=[CH:22][C:21]([O:24][CH3:25])=[CH:20][CH:19]=1.[Cl-].[NH4+]. (3) Given the product [Cl:8][C:6]1[N:7]=[C:2]([N:17]2[CH2:22][CH2:21][CH:20]([C:23]3[C:31]4[C:26](=[N:27][CH:28]=[N:29][CH:30]=4)[NH:25][N:24]=3)[CH2:19][CH2:18]2)[N:3]=[C:4]([O:9][CH2:10][C:11]2([C:14]#[N:15])[CH2:13][CH2:12]2)[N:5]=1, predict the reactants needed to synthesize it. The reactants are: Cl[C:2]1[N:7]=[C:6]([Cl:8])[N:5]=[C:4]([O:9][CH2:10][C:11]2([C:14]#[N:15])[CH2:13][CH2:12]2)[N:3]=1.Cl.[NH:17]1[CH2:22][CH2:21][CH:20]([C:23]2[C:31]3[C:26](=[N:27][CH:28]=[N:29][CH:30]=3)[NH:25][N:24]=2)[CH2:19][CH2:18]1.CCN(C(C)C)C(C)C.CO. (4) Given the product [N+:1]([C:4]1[CH:17]=[CH:16][C:7]([O:8][C:9]2[CH:14]=[CH:13][N:12]=[C:11]([NH:15][C:18]([N:20]3[CH2:23][CH2:26][O:28][CH2:29][CH2:34]3)=[O:35])[CH:10]=2)=[CH:6][CH:5]=1)([O-:3])=[O:2], predict the reactants needed to synthesize it. The reactants are: [N+:1]([C:4]1[CH:17]=[CH:16][C:7]([O:8][C:9]2[CH:14]=[CH:13][N:12]=[C:11]([NH2:15])[CH:10]=2)=[CH:6][CH:5]=1)([O-:3])=[O:2].[CH2:18]([N:20]([CH2:23]C)CC)C.Cl[C:26]([O:28][C:29]1[CH:34]=CC=CC=1)=O.[O:35]1CCCC1.